This data is from Retrosynthesis with 50K atom-mapped reactions and 10 reaction types from USPTO. The task is: Predict the reactants needed to synthesize the given product. (1) Given the product Fc1cc2nc(COc3ccccc3)n(Cc3ccc(Cl)cc3)c2cc1N1CCNCC1, predict the reactants needed to synthesize it. The reactants are: CC(C)(C)OC(=O)N1CCN(c2cc3c(cc2F)nc(COc2ccccc2)n3Cc2ccc(Cl)cc2)CC1. (2) Given the product CCN1CCN(c2nc(-c3ccc(C4(CCOC(C)=O)CCOCC4)cc3)cc3ccccc23)CC1, predict the reactants needed to synthesize it. The reactants are: CCCC[Sn](CCCC)(CCCC)c1ccc(C2(CCOC(C)=O)CCOCC2)cc1.CCN1CCN(c2nc(Br)cc3ccccc23)CC1. (3) Given the product CCc1cccc(C)c1CN, predict the reactants needed to synthesize it. The reactants are: CCc1cccc(C)c1C#N. (4) Given the product Cc1ccccc1-c1nnc(C2(NC(=O)Nc3ccccc3)CCCC2)n1C, predict the reactants needed to synthesize it. The reactants are: Cc1ccccc1-c1nnc(C2(N)CCCC2)n1C.O=C=Nc1ccccc1. (5) The reactants are: CC(C)N.CCNc1nc(Cl)c(C#N)c(Cl)n1. Given the product CCNc1nc(Cl)c(C#N)c(NC(C)C)n1, predict the reactants needed to synthesize it. (6) Given the product COCc1cc2c(cc1O)CC[C@@H]1[C@@H]2CC[C@]2(C)C(=O)CC[C@@H]12, predict the reactants needed to synthesize it. The reactants are: COCc1cc2c(cc1O)CC[C@@H]1[C@@H]2CC[C@]2(C)[C@@H](O)CC[C@@H]12.